This data is from Reaction yield outcomes from USPTO patents with 853,638 reactions. The task is: Predict the reaction yield, written as a fraction of the theoretical maximum amount of product (1.0 means a 100% yield; for example, 0.34 means a 34% yield). (1) The reactants are [Cl:1][C:2]1[CH:3]=[C:4]([Mg]Br)[CH:5]=[CH:6][CH:7]=1.C1COCC1.[CH2:15]([O:17][C:18](=[O:30])/[C:19](/[C:28]#[N:29])=[CH:20]\[C:21]1[CH:26]=[CH:25][CH:24]=[C:23]([Cl:27])[CH:22]=1)[CH3:16].Cl. The catalyst is C1(C)C=CC=CC=1. The product is [CH2:15]([O:17][C:18](=[O:30])[C:19]([C:28]#[N:29])=[C:20]([C:21]1[CH:26]=[CH:25][CH:24]=[C:23]([Cl:27])[CH:22]=1)[C:4]1[CH:5]=[CH:6][CH:7]=[C:2]([Cl:1])[CH:3]=1)[CH3:16]. The yield is 1.00. (2) The reactants are [CH2:1]([O:3][C:4](=[O:16])[C:5]([C:14]#[N:15])=[CH:6][C:7]1[CH:12]=[CH:11][C:10]([Br:13])=[CH:9][CH:8]=1)[CH3:2].[Cl:17][C:18]1[CH:23]=[CH:22][C:21]([Mg]Br)=[CH:20][CH:19]=1.Cl. The yield is 0.910. The product is [CH2:1]([O:3][C:4](=[O:16])[CH:5]([C:14]#[N:15])[CH:6]([C:7]1[CH:8]=[CH:9][C:10]([Br:13])=[CH:11][CH:12]=1)[C:21]1[CH:22]=[CH:23][C:18]([Cl:17])=[CH:19][CH:20]=1)[CH3:2]. The catalyst is C1(C)C=CC=CC=1.